The task is: Predict the reactants needed to synthesize the given product.. This data is from Full USPTO retrosynthesis dataset with 1.9M reactions from patents (1976-2016). Given the product [Br:1][C:2]1[CH:3]=[CH:4][C:5]([NH:17][CH2:16][CH2:15][N:12]2[CH2:13][CH2:14][O:9][CH2:10][CH2:11]2)=[N:6][CH:7]=1, predict the reactants needed to synthesize it. The reactants are: [Br:1][C:2]1[CH:3]=[CH:4][C:5](F)=[N:6][CH:7]=1.[O:9]1[CH2:14][CH2:13][N:12]([CH2:15][CH2:16][NH2:17])[CH2:11][CH2:10]1.